Dataset: Reaction yield outcomes from USPTO patents with 853,638 reactions. Task: Predict the reaction yield, written as a fraction of the theoretical maximum amount of product (1.0 means a 100% yield; for example, 0.34 means a 34% yield). (1) The reactants are C[N+]1([O-])CCOCC1.[CH3:9][C:10]([C@@H:14]1[C@:22]2([CH3:23])[C@H:17]([C@@H:18]([OH:24])[CH2:19][CH2:20][CH2:21]2)[CH2:16][CH2:15]1)([CH3:13])[CH2:11][CH3:12]. The catalyst is C(Cl)Cl.CCC[N+](CCC)(CCC)CCC.[O-][Ru](=O)(=O)=O. The product is [CH3:13][C:10]([C@@H:14]1[C@:22]2([CH3:23])[C@H:17]([C:18](=[O:24])[CH2:19][CH2:20][CH2:21]2)[CH2:16][CH2:15]1)([CH3:9])[CH2:11][CH3:12]. The yield is 0.590. (2) The reactants are [OH:1][CH2:2][C:3]([CH3:22])([CH3:21])[CH2:4][CH2:5][CH2:6][CH2:7][CH2:8][C:9](=[O:20])[CH2:10][CH2:11][CH2:12][CH2:13][CH2:14][C:15]([CH3:19])([CH3:18])[CH2:16][OH:17].C[C:24]1[CH:29]=[CH:28][C:27](S(C[N+]#[C-])(=O)=O)=[CH:26]C=1.[H-].[Na+].Cl. The catalyst is [I-].C([N+](CCCC)(CCCC)CCCC)CCC.CS(C)=O.CCOCC.CO.O. The product is [OH:17][CH2:16][C:15]([CH3:18])([C:19]1[CH:26]=[CH:27][CH:28]=[CH:29][CH:24]=1)[CH2:14][CH2:13][CH2:12][CH2:11][CH2:10][C:9](=[O:20])[CH2:8][CH2:7][CH2:6][CH2:5][CH2:4][C:3]([CH3:22])([C:21]1[CH:6]=[CH:5][CH:4]=[CH:3][CH:2]=1)[CH2:2][OH:1]. The yield is 0.560. (3) The reactants are [CH3:1][Si](C=[N+]=[N-])(C)C.[F:8][C:9]1[CH:10]=[C:11]([CH:15]=[CH:16][C:17]=1[N+:18]([O-:20])=[O:19])[C:12]([OH:14])=[O:13]. The catalyst is CO. The product is [F:8][C:9]1[CH:10]=[C:11]([CH:15]=[CH:16][C:17]=1[N+:18]([O-:20])=[O:19])[C:12]([O:14][CH3:1])=[O:13]. The yield is 0.870.